From a dataset of Buchwald-Hartwig C-N cross coupling reaction yields with 55,370 reactions. Predict the reaction yield, written as a fraction of the theoretical maximum amount of product (1.0 means a 100% yield; for example, 0.34 means a 34% yield). The reactants are Clc1cccnc1.Cc1ccc(N)cc1.O=S(=O)(O[Pd]1c2ccccc2-c2ccccc2N~1)C(F)(F)F.CC(C)c1cc(C(C)C)c(-c2ccccc2P(C(C)(C)C)C(C)(C)C)c(C(C)C)c1.CN(C)C(=NC(C)(C)C)N(C)C.COC(=O)c1cc(-c2cccs2)on1. No catalyst specified. The product is Cc1ccc(Nc2cccnc2)cc1. The yield is 0.0668.